Dataset: Forward reaction prediction with 1.9M reactions from USPTO patents (1976-2016). Task: Predict the product of the given reaction. (1) Given the reactants C[O:2][C:3]([C@@H:5]1[CH2:9][C@H:8]([NH:10][C:11]([C:13]2[CH:22]=[CH:21][C:20]3[C:15](=[CH:16][CH:17]=[CH:18][CH:19]=3)[C:14]=2[OH:23])=[O:12])[CH2:7][N:6]1[CH2:24][CH:25]1[CH2:30][CH2:29][CH2:28][CH2:27][CH2:26]1)=O.[OH-].[NH4+:32], predict the reaction product. The product is: [CH:25]1([CH2:24][N:6]2[CH2:7][C@@H:8]([NH:10][C:11]([C:13]3[CH:22]=[CH:21][C:20]4[C:15](=[CH:16][CH:17]=[CH:18][CH:19]=4)[C:14]=3[OH:23])=[O:12])[CH2:9][C@H:5]2[C:3]([NH2:32])=[O:2])[CH2:30][CH2:29][CH2:28][CH2:27][CH2:26]1. (2) Given the reactants [C:1]([CH2:3][C:4]1([N:15]2[CH:19]=[C:18]([C:20]3[C:21]4[CH:28]=[CH:27][N:26]([CH2:29][O:30][CH2:31][CH2:32][Si:33]([CH3:36])([CH3:35])[CH3:34])[C:22]=4[N:23]=[CH:24][N:25]=3)[CH:17]=[N:16]2)[CH2:7][N:6](C(OC(C)(C)C)=O)[CH2:5]1)#[N:2].[ClH:37], predict the reaction product. The product is: [ClH:37].[ClH:37].[CH3:35][Si:33]([CH3:34])([CH3:36])[CH2:32][CH2:31][O:30][CH2:29][N:26]1[C:22]2[N:23]=[CH:24][N:25]=[C:20]([C:18]3[CH:17]=[N:16][N:15]([C:4]4([CH2:3][C:1]#[N:2])[CH2:5][NH:6][CH2:7]4)[CH:19]=3)[C:21]=2[CH:28]=[CH:27]1. (3) Given the reactants C(OC([CH:11]1[NH:23][CH2:22][C:20]2=[C:21]3[C:16](=[C:17]([C@H:24]4[C@H:28]([C:29]5[C:37]6[C:32](=[CH:33][CH:34]=[CH:35][CH:36]=6)[NH:31][CH:30]=5)[C:27](=[O:38])[NH:26][C:25]4=[O:39])[CH:18]=[CH:19]2)[CH:15]=[CH:14][N:13]3[CH2:12]1)=O)C1C=CC=CC=1.[H][H], predict the reaction product. The product is: [NH:31]1[C:32]2[C:37](=[CH:36][CH:35]=[CH:34][CH:33]=2)[C:29]([C@H:28]2[C@H:24]([C:17]3[CH:18]=[CH:19][C:20]4[CH2:22][NH:23][CH2:11][CH2:12][N:13]5[C:21]=4[C:16]=3[CH:15]=[CH:14]5)[C:25](=[O:39])[NH:26][C:27]2=[O:38])=[CH:30]1. (4) Given the reactants [O:1]([C:8]1[CH:9]=[C:10]([CH:13]=[CH:14][CH:15]=1)[CH2:11]Cl)[C:2]1[CH:7]=[CH:6][CH:5]=[CH:4][CH:3]=1.[NH:16]1[CH2:21][CH2:20][NH:19][CH2:18][CH2:17]1, predict the reaction product. The product is: [O:1]([C:8]1[CH:9]=[C:10]([CH:13]=[CH:14][CH:15]=1)[CH2:11][N:16]1[CH2:21][CH2:20][NH:19][CH2:18][CH2:17]1)[C:2]1[CH:7]=[CH:6][CH:5]=[CH:4][CH:3]=1. (5) Given the reactants [Cl:1][C:2]1[CH:3]=[C:4]([C@H:9]2[C@@H:15]([CH2:16][NH:17][C:18](OC3C=CC([N+]([O-])=O)=CC=3)=[O:19])[O:14][CH2:13][CH2:12][N:11]([C:30]([O:32][C:33]([CH3:36])([CH3:35])[CH3:34])=[O:31])[CH2:10]2)[CH:5]=[CH:6][C:7]=1[Cl:8].Cl.[CH3:38][O:39][C:40](=[O:44])[CH2:41][NH:42][CH3:43].C(=O)([O-])[O-].[K+].[K+].O, predict the reaction product. The product is: [Cl:1][C:2]1[CH:3]=[C:4]([C@H:9]2[C@@H:15]([CH2:16][NH:17][C:18](=[O:19])[N:42]([CH2:41][C:40]([O:39][CH3:38])=[O:44])[CH3:43])[O:14][CH2:13][CH2:12][N:11]([C:30]([O:32][C:33]([CH3:35])([CH3:36])[CH3:34])=[O:31])[CH2:10]2)[CH:5]=[CH:6][C:7]=1[Cl:8]. (6) The product is: [N:1]1([C:6]2[CH:7]=[N:8][CH:9]=[C:10]([CH:15]=2)[C:11]([OH:13])=[O:12])[CH:5]=[N:4][N:3]=[N:2]1. Given the reactants [N:1]1([C:6]2[CH:7]=[N:8][CH:9]=[C:10]([CH:15]=2)[C:11]([O:13]C)=[O:12])[CH:5]=[N:4][N:3]=[N:2]1.[OH-].[Li+], predict the reaction product. (7) Given the reactants [NH2:1][C:2]1[C:3]([C:15]#[N:16])=[C:4]2[CH2:10][CH2:9][CH2:8][CH2:7][CH2:6][N:5]2[C:11]=1[C:12]([OH:14])=O.[CH:17]1([C:20]#[N:21])[CH2:19][CH2:18]1, predict the reaction product. The product is: [CH:17]1([C:20]2[NH:21][C:12](=[O:14])[C:11]3[N:5]4[C:4](=[C:3]([C:15]#[N:16])[C:2]=3[N:1]=2)[CH2:10][CH2:9][CH2:8][CH2:7][CH2:6]4)[CH2:19][CH2:18]1.